Task: Predict the reactants needed to synthesize the given product.. Dataset: Full USPTO retrosynthesis dataset with 1.9M reactions from patents (1976-2016) (1) Given the product [P:1]([OH:5])([OH:4])([OH:3])=[O:2].[CH2:19]([NH:18][CH2:17][CH2:16][CH2:15][CH2:14][NH:13][CH2:10][CH:11]=[CH2:12])[CH:20]=[CH2:21], predict the reactants needed to synthesize it. The reactants are: [P:1](=[O:5])([OH:4])([OH:3])[OH:2].CC(O)C.[CH2:10]([NH:13][CH2:14][CH2:15][CH2:16][CH2:17][NH:18][CH2:19][CH:20]=[CH2:21])[CH:11]=[CH2:12]. (2) Given the product [CH2:1]([O:8][C:9]([N:11]1[CH2:16][CH:15]([O:17][CH2:18][C:19]2[CH:20]=[CH:21][C:22]3[O:27][CH2:26][CH2:25][N:24]([CH2:28][CH2:29][CH2:30][O:31][CH3:32])[C:23]=3[CH:33]=2)[CH:14]([C:34]2[CH:39]=[CH:38][C:37]([O:40][CH3:41])=[CH:36][CH:35]=2)[CH:13]([O:42][CH:49]2[CH2:48][CH2:47][CH2:46][CH:45]=[CH:44]2)[CH2:12]1)=[O:10])[C:2]1[CH:7]=[CH:6][CH:5]=[CH:4][CH:3]=1, predict the reactants needed to synthesize it. The reactants are: [CH2:1]([O:8][C:9]([N:11]1[CH2:16][CH:15]([O:17][CH2:18][C:19]2[CH:20]=[CH:21][C:22]3[O:27][CH2:26][CH2:25][N:24]([CH2:28][CH2:29][CH2:30][O:31][CH3:32])[C:23]=3[CH:33]=2)[CH:14]([C:34]2[CH:39]=[CH:38][C:37]([O:40][CH3:41])=[CH:36][CH:35]=2)[CH:13]([OH:42])[CH2:12]1)=[O:10])[C:2]1[CH:7]=[CH:6][CH:5]=[CH:4][CH:3]=1.Br[CH:44]1[CH2:49][CH2:48][CH2:47][CH:46]=[CH:45]1. (3) Given the product [F:25][C:22]([F:23])([F:24])[C:18]1[C:12]2[S:13][CH:14]=[C:10]([CH:7]3[CH2:6][CH2:5][N:4]([C:1](=[O:3])[CH3:2])[CH2:9][CH2:8]3)[C:11]=2[CH:21]=[CH:20][CH:19]=1, predict the reactants needed to synthesize it. The reactants are: [C:1]([N:4]1[CH2:9][CH2:8][CH:7]([C:10]2[C:11]3[CH:21]=[CH:20][CH:19]=[C:18]([C:22]([F:25])([F:24])[F:23])[C:12]=3[S:13][C:14]=2C(O)=O)[CH2:6][CH2:5]1)(=[O:3])[CH3:2].N1C2C(=CC=CC=2)C=CC=1.